Dataset: Forward reaction prediction with 1.9M reactions from USPTO patents (1976-2016). Task: Predict the product of the given reaction. Given the reactants [Cl:1][C:2]1[N:3]=[C:4]([NH:30][C@@H:31]([CH:33]2[CH2:36][CH2:35][CH2:34]2)[CH3:32])[C:5]2[N:10]([CH2:11][C:12]3[CH:17]=[CH:16][C:15]([C:18]([F:21])([F:20])[F:19])=[CH:14][CH:13]=3)[C:9]([C:22]3[CH:23]=[C:24]([CH3:28])[CH:25]=[CH:26][CH:27]=3)=[C:8](I)[C:6]=2[N:7]=1.[CH3:37]B(O)O.P([O-])([O-])([O-])=O.[K+].[K+].[K+].O1CCOCC1, predict the reaction product. The product is: [Cl:1][C:2]1[N:3]=[C:4]([NH:30][C@@H:31]([CH:33]2[CH2:36][CH2:35][CH2:34]2)[CH3:32])[C:5]2[N:10]([CH2:11][C:12]3[CH:17]=[CH:16][C:15]([C:18]([F:21])([F:20])[F:19])=[CH:14][CH:13]=3)[C:9]([C:22]3[CH:23]=[C:24]([CH3:28])[CH:25]=[CH:26][CH:27]=3)=[C:8]([CH3:37])[C:6]=2[N:7]=1.